From a dataset of Reaction yield outcomes from USPTO patents with 853,638 reactions. Predict the reaction yield, written as a fraction of the theoretical maximum amount of product (1.0 means a 100% yield; for example, 0.34 means a 34% yield). (1) The yield is 0.800. The product is [Cl:1][C:2]1[CH:3]=[CH:4][C:5]([S:8]([N:11]([C:19]2[CH:24]=[C:23]([Cl:25])[CH:22]=[CH:21][C:20]=2[Cl:26])[C@H:12]([CH3:18])[CH:13]([OH:17])[CH2:14][CH2:15][CH3:16])(=[O:10])=[O:9])=[CH:6][CH:7]=1. The reactants are [Cl:1][C:2]1[CH:7]=[CH:6][C:5]([S:8]([N:11]([C:19]2[CH:24]=[C:23]([Cl:25])[CH:22]=[CH:21][C:20]=2[Cl:26])[C@H:12]([CH3:18])[CH:13]([OH:17])[CH2:14][CH:15]=[CH2:16])(=[O:10])=[O:9])=[CH:4][CH:3]=1. The catalyst is CCO.[Pt]. (2) The yield is 1.00. No catalyst specified. The reactants are [C:1]([NH:5][C:6](=[O:8])[OH:7])([CH3:4])([CH3:3])[CH3:2].C[O:10][CH2:11][C:12]1([S:15]([NH2:18])(=[O:17])=[O:16])[CH2:14][CH2:13]1.[CH2:19]([N:22]=C=O)[CH2:20][CH3:21]. The product is [C:1]([NH:5][C:6](=[O:7])[OH:8])([CH3:4])([CH3:3])[CH3:2].[CH2:19]([NH:22][C:11]([C:12]1([S:15]([NH2:18])(=[O:17])=[O:16])[CH2:14][CH2:13]1)=[O:10])[CH2:20][CH3:21]. (3) The reactants are [C:1]1([NH2:8])[CH:6]=[CH:5][CH:4]=[CH:3][C:2]=1[NH2:7].C1N=CN([C:14](N2C=NC=C2)=[O:15])C=1. The catalyst is CN(C)C=O. The product is [NH:7]1[C:2]2[CH:3]=[CH:4][CH:5]=[CH:6][C:1]=2[NH:8][C:14]1=[O:15]. The yield is 0.980. (4) The reactants are [Br:1][C:2]1[CH:3]=[C:4]([CH:21]=[CH:22][C:23]=1I)[C:5]([NH:7][S:8]([C:11]1[CH:16]=[CH:15][CH:14]=[CH:13][C:12]=1[S:17](=[O:20])(=[O:19])[NH2:18])(=[O:10])=[O:9])=[O:6].[O:25]1[C:29]2[CH:30]=[CH:31][CH:32]=[CH:33][C:28]=2[CH:27]=[C:26]1B(O)O. No catalyst specified. The product is [O:25]1[C:29]2[CH:30]=[CH:31][CH:32]=[CH:33][C:28]=2[CH:27]=[C:26]1[C:23]1[CH:22]=[CH:21][C:4]([C:5]([NH:7][S:8]([C:11]2[CH:16]=[CH:15][CH:14]=[CH:13][C:12]=2[S:17](=[O:20])(=[O:19])[NH2:18])(=[O:10])=[O:9])=[O:6])=[CH:3][C:2]=1[Br:1]. The yield is 0.330.